This data is from Full USPTO retrosynthesis dataset with 1.9M reactions from patents (1976-2016). The task is: Predict the reactants needed to synthesize the given product. (1) Given the product [CH2:1]([NH:4][CH2:22][CH2:21][C:16]1[CH:17]=[CH:18][CH:19]=[CH:20][C:15]=1[F:14])[CH:2]=[CH2:3], predict the reactants needed to synthesize it. The reactants are: [CH2:1]([NH2:4])[CH:2]=[CH2:3].C(N(C(C)C)CC)(C)C.[F:14][C:15]1[CH:20]=[CH:19][CH:18]=[CH:17][C:16]=1[CH2:21][CH2:22]OS(C1C=CC(C)=CC=1)(=O)=O.[OH-].[Na+]. (2) Given the product [C:12]([O:11][C:1](=[O:10])[CH:2]([C:3]([O:5][C:6]([CH3:7])([CH3:8])[CH3:9])=[O:4])[CH2:23][C:24]1[N:25]=[C:26]([C:30]2[CH:39]=[CH:38][C:33]([C:34]([O:36][CH3:37])=[O:35])=[CH:32][CH:31]=2)[O:27][C:28]=1[CH3:29])([CH3:15])([CH3:14])[CH3:13], predict the reactants needed to synthesize it. The reactants are: [C:1]([O:11][C:12]([CH3:15])([CH3:14])[CH3:13])(=[O:10])[CH2:2][C:3]([O:5][C:6]([CH3:9])([CH3:8])[CH3:7])=[O:4].C(=O)([O-])[O-].[K+].[K+].Cl[CH2:23][C:24]1[N:25]=[C:26]([C:30]2[CH:39]=[CH:38][C:33]([C:34]([O:36][CH3:37])=[O:35])=[CH:32][CH:31]=2)[O:27][C:28]=1[CH3:29]. (3) Given the product [F:1][C:2]1[CH:10]=[C:9]2[C:5]([C:6](=[C:24]3[CH:23]=[C:22]([O:30][CH3:29])[CH2:26][O:25]3)[C:7](=[O:11])[NH:8]2)=[CH:4][CH:3]=1, predict the reactants needed to synthesize it. The reactants are: [F:1][C:2]1[CH:10]=[C:9]2[C:5]([CH2:6][C:7](=[O:11])[NH:8]2)=[CH:4][CH:3]=1.[Li+].C[Si]([N-][Si](C)(C)C)(C)C.[CH2:22]1[CH2:26][O:25][CH2:24][CH2:23]1.CC1C(=O)OC[C:29]1=[O:30]. (4) Given the product [C:4]([C:8]1[CH:15]=[CH:14][C:11]([CH2:12][C:1]#[N:2])=[CH:10][CH:9]=1)([CH3:7])([CH3:6])[CH3:5], predict the reactants needed to synthesize it. The reactants are: [C-:1]#[N:2].[K+].[C:4]([C:8]1[CH:15]=[CH:14][C:11]([CH2:12]Br)=[CH:10][CH:9]=1)([CH3:7])([CH3:6])[CH3:5]. (5) Given the product [CH2:27]([O:26][C:20](=[O:25])[CH2:21][C:22]([NH:18][C@@H:12]([CH2:11][NH:10][C:9]([O:8][CH2:1][C:2]1[CH:3]=[CH:4][CH:5]=[CH:6][CH:7]=1)=[O:19])[C@@H:13]([OH:17])[C:14]#[C:15][CH3:16])=[O:23])[C:28]1[CH:33]=[CH:32][CH:31]=[CH:30][CH:29]=1, predict the reactants needed to synthesize it. The reactants are: [CH2:1]([O:8][C:9](=[O:19])[NH:10][CH2:11][C@H:12]([NH2:18])[C@@H:13]([OH:17])[C:14]#[C:15][CH3:16])[C:2]1[CH:7]=[CH:6][CH:5]=[CH:4][CH:3]=1.[C:20]([O:26][CH2:27][C:28]1[CH:33]=[CH:32][CH:31]=[CH:30][CH:29]=1)(=[O:25])[CH2:21][C:22]([O-])=[O:23].C(N(CC)C(C)C)(C)C.CN(C(ON1N=NC2C=CC=NC1=2)=[N+](C)C)C.F[P-](F)(F)(F)(F)F.